From a dataset of Full USPTO retrosynthesis dataset with 1.9M reactions from patents (1976-2016). Predict the reactants needed to synthesize the given product. Given the product [CH2:1]([O:3][C:4]1[CH:5]=[C:6]([CH2:13][CH2:14][NH:15][CH:18]=[CH:17][C:16]([O:20][CH3:21])=[O:19])[CH:7]=[CH:8][C:9]=1[O:10][CH2:11][CH3:12])[CH3:2], predict the reactants needed to synthesize it. The reactants are: [CH2:1]([O:3][C:4]1[CH:5]=[C:6]([CH2:13][CH2:14][NH2:15])[CH:7]=[CH:8][C:9]=1[O:10][CH2:11][CH3:12])[CH3:2].[C:16]([O:20][CH3:21])(=[O:19])[C:17]#[CH:18].